This data is from Peptide-MHC class II binding affinity with 134,281 pairs from IEDB. The task is: Regression. Given a peptide amino acid sequence and an MHC pseudo amino acid sequence, predict their binding affinity value. This is MHC class II binding data. (1) The binding affinity (normalized) is 0.359. The MHC is DRB1_1501 with pseudo-sequence DRB1_1501. The peptide sequence is GELQIVDKIDAAFWI. (2) The peptide sequence is QAGGKLCPNNLCCSQ. The MHC is DRB1_1101 with pseudo-sequence DRB1_1101. The binding affinity (normalized) is 0.111. (3) The peptide sequence is EWATPFPHRKGVLFN. The MHC is DRB1_0802 with pseudo-sequence DRB1_0802. The binding affinity (normalized) is 0.222. (4) The peptide sequence is SVQVRGELAAEEVEV. The MHC is HLA-DQA10501-DQB10201 with pseudo-sequence HLA-DQA10501-DQB10201. The binding affinity (normalized) is 0.815. (5) The peptide sequence is SGSEAYQGVQQKWDA. The MHC is DRB1_0405 with pseudo-sequence DRB1_0405. The binding affinity (normalized) is 0.266. (6) The peptide sequence is NVWEVKSSKPLVGPF. The MHC is HLA-DPA10103-DPB10201 with pseudo-sequence HLA-DPA10103-DPB10201. The binding affinity (normalized) is 0.344. (7) The peptide sequence is SRKRRSHDVLTVQFL. The MHC is DRB1_0801 with pseudo-sequence DRB1_0801. The binding affinity (normalized) is 0.226.